This data is from NCI-60 drug combinations with 297,098 pairs across 59 cell lines. The task is: Regression. Given two drug SMILES strings and cell line genomic features, predict the synergy score measuring deviation from expected non-interaction effect. (1) Drug 1: CC1=C2C(C(=O)C3(C(CC4C(C3C(C(C2(C)C)(CC1OC(=O)C(C(C5=CC=CC=C5)NC(=O)OC(C)(C)C)O)O)OC(=O)C6=CC=CC=C6)(CO4)OC(=O)C)OC)C)OC. Drug 2: C1C(C(OC1N2C=NC3=C2NC=NCC3O)CO)O. Cell line: RXF 393. Synergy scores: CSS=52.3, Synergy_ZIP=12.5, Synergy_Bliss=12.1, Synergy_Loewe=13.3, Synergy_HSA=15.7. (2) Drug 1: CCC1=CC2CC(C3=C(CN(C2)C1)C4=CC=CC=C4N3)(C5=C(C=C6C(=C5)C78CCN9C7C(C=CC9)(C(C(C8N6C)(C(=O)OC)O)OC(=O)C)CC)OC)C(=O)OC.C(C(C(=O)O)O)(C(=O)O)O. Drug 2: C(=O)(N)NO. Cell line: SN12C. Synergy scores: CSS=38.3, Synergy_ZIP=0.0816, Synergy_Bliss=0.342, Synergy_Loewe=-78.4, Synergy_HSA=0.182.